From a dataset of PAMPA permeability data for FDA-approved drugs from NCATS. Regression/Classification. Given a drug SMILES string, predict its absorption, distribution, metabolism, or excretion properties. Task type varies by dataset: regression for continuous measurements (e.g., permeability, clearance, half-life) or binary classification for categorical outcomes (e.g., BBB penetration, CYP inhibition). Dataset: approved_pampa_ncats. The molecule is CC1=C(C(=O)N(N1C)C2=CC=CC=C2)I. The result is 1 (high permeability).